From a dataset of Catalyst prediction with 721,799 reactions and 888 catalyst types from USPTO. Predict which catalyst facilitates the given reaction. (1) Reactant: [Cl:1][C:2]1[N:13]=[C:12]([NH:14][CH:15]2[CH2:20][CH2:19][CH:18](N)[CH2:17][CH2:16]2)[C:11]2[C:10]3[CH2:9][CH2:8][CH2:7][C:6]=3[S:5][C:4]=2[N:3]=1.[CH2:22]=O.[BH3-][C:25]#[N:26].[Na+]. Product: [Cl:1][C:2]1[N:13]=[C:12]([NH:14][CH:15]2[CH2:20][CH2:19][CH:18]([N:26]([CH3:25])[CH3:22])[CH2:17][CH2:16]2)[C:11]2[C:10]3[CH2:9][CH2:8][CH2:7][C:6]=3[S:5][C:4]=2[N:3]=1. The catalyst class is: 191. (2) Reactant: [OH:1][C@H:2]1[CH2:7][CH2:6][C@H:5]([C:8]([N:10]([O:12][CH3:13])[CH3:11])=[O:9])[CH2:4][CH2:3]1.N1C=CN=C1.[C:19]([Si:23]([CH3:26])([CH3:25])Cl)([CH3:22])([CH3:21])[CH3:20]. Product: [Si:23]([O:1][C@H:2]1[CH2:7][CH2:6][C@H:5]([C:8]([N:10]([O:12][CH3:13])[CH3:11])=[O:9])[CH2:4][CH2:3]1)([C:19]([CH3:22])([CH3:21])[CH3:20])([CH3:26])[CH3:25]. The catalyst class is: 9. (3) Product: [NH2:1][C:2]1([CH2:6][NH:7][C:8]2[C:17]3[C:12](=[CH:13][CH:14]=[CH:15][CH:16]=3)[N:11]=[C:10]([N:22]3[CH2:23][C:24]4[CH:29]=[CH:28][CH:27]=[CH:26][C:25]=4[S:19][CH2:20][CH2:21]3)[N:9]=2)[CH2:5][O:4][CH2:3]1. The catalyst class is: 9. Reactant: [NH2:1][C:2]1([CH2:6][NH:7][C:8]2[C:17]3[C:12](=[CH:13][CH:14]=[CH:15][CH:16]=3)[N:11]=[C:10](Cl)[N:9]=2)[CH2:5][O:4][CH2:3]1.[S:19]1[C:25]2[CH:26]=[CH:27][CH:28]=[CH:29][C:24]=2[CH2:23][NH:22][CH2:21][CH2:20]1.C(N(CC)CC)C.O.